Dataset: Retrosynthesis with 50K atom-mapped reactions and 10 reaction types from USPTO. Task: Predict the reactants needed to synthesize the given product. (1) Given the product CN1CCN(c2cc3c(Cl)cc(Cl)cc3c(=O)[nH]2)CC1, predict the reactants needed to synthesize it. The reactants are: CN1CCNCC1.O=c1[nH]c(Cl)cc2c(Cl)cc(Cl)cc12. (2) Given the product N#Cc1c(Nc2ccc(C(F)(F)F)cc2[N+](=O)[O-])sc2ccccc12, predict the reactants needed to synthesize it. The reactants are: N#Cc1c(N)sc2ccccc12.O=[N+]([O-])c1cc(C(F)(F)F)ccc1F. (3) Given the product C1CCN(CC2CSCCN2)C1, predict the reactants needed to synthesize it. The reactants are: O=C(C1CSCCN1)N1CCCC1.